Dataset: Catalyst prediction with 721,799 reactions and 888 catalyst types from USPTO. Task: Predict which catalyst facilitates the given reaction. (1) Reactant: [C:12]([O:11][C:9](O[C:9]([O:11][C:12]([CH3:15])([CH3:14])[CH3:13])=[O:10])=[O:10])([CH3:15])([CH3:14])[CH3:13].[CH3:16][O:17][C:18](=[O:27])[C:19]1[CH:24]=[CH:23][C:22]([NH2:25])=[C:21]([NH2:26])[CH:20]=1. Product: [CH3:16][O:17][C:18](=[O:27])[C:19]1[CH:24]=[CH:23][C:22]([NH:25][C:9]([O:11][C:12]([CH3:15])([CH3:14])[CH3:13])=[O:10])=[C:21]([NH:26][C:9]([O:11][C:12]([CH3:13])([CH3:14])[CH3:15])=[O:10])[CH:20]=1. The catalyst class is: 527. (2) Reactant: [H-].[H-].[H-].[H-].[Li+].[Al+3].[CH3:7][CH:8]1[CH2:13][CH2:12][CH2:11][CH:10]([CH3:14])[N:9]1[CH2:15][C:16]1[CH:21]=[C:20]([C:22](OC)=[O:23])[CH:19]=[CH:18][C:17]=1[C:26]1[CH:31]=[C:30]([O:32][CH3:33])[CH:29]=[CH:28][C:27]=1[F:34]. Product: [CH3:7][CH:8]1[CH2:13][CH2:12][CH2:11][CH:10]([CH3:14])[N:9]1[CH2:15][C:16]1[CH:21]=[C:20]([CH2:22][OH:23])[CH:19]=[CH:18][C:17]=1[C:26]1[CH:31]=[C:30]([O:32][CH3:33])[CH:29]=[CH:28][C:27]=1[F:34]. The catalyst class is: 220. (3) Reactant: [F:1][C:2]1[CH:7]=[CH:6][C:5]([C:8]2[N:9]=[C:10]3[CH2:15][N:14]([C:16]([O:18][C:19]([CH3:22])([CH3:21])[CH3:20])=[O:17])[CH2:13][CH2:12][N:11]3[CH:23]=2)=[CH:4][CH:3]=1.C1C(=O)N([I:31])C(=O)C1. Product: [F:1][C:2]1[CH:7]=[CH:6][C:5]([C:8]2[N:9]=[C:10]3[CH2:15][N:14]([C:16]([O:18][C:19]([CH3:20])([CH3:22])[CH3:21])=[O:17])[CH2:13][CH2:12][N:11]3[C:23]=2[I:31])=[CH:4][CH:3]=1. The catalyst class is: 34. (4) Reactant: [OH:1][C:2]1[C:3]2[C:7]([CH:8]=[C:9]([C:11]([O:13][CH3:14])=[O:12])[CH:10]=1)=[N:6][N:5]([CH3:15])[CH:4]=2.C(=O)([O-])[O-].[K+].[K+].Br[C:23]1[CH:24]=[CH:25][C:26]([S:29]([CH3:32])(=[O:31])=[O:30])=[N:27][CH:28]=1. Product: [CH3:15][N:5]1[CH:4]=[C:3]2[C:7]([CH:8]=[C:9]([C:11]([O:13][CH3:14])=[O:12])[CH:10]=[C:2]2[O:1][C:23]2[CH:28]=[N:27][C:26]([S:29]([CH3:32])(=[O:31])=[O:30])=[CH:25][CH:24]=2)=[N:6]1. The catalyst class is: 9. (5) Reactant: [N+:1]([C:4]1[CH:9]=[CH:8][C:7]([CH2:10][CH2:11][C:12](=[O:17])[CH2:13][C:14](=[O:16])[CH3:15])=[CH:6][CH:5]=1)([O-])=O.[O:18]1[C:23](=[O:24])[CH2:22][CH2:21][CH2:20][C:19]1=[O:25]. Product: [O:17]=[C:12]([CH2:13][C:14](=[O:16])[CH3:15])[CH2:11][CH2:10][C:7]1[CH:8]=[CH:9][C:4]([NH:1][C:23]([CH2:22][CH2:21][CH2:20][C:19]([OH:25])=[O:18])=[O:24])=[CH:5][CH:6]=1. The catalyst class is: 7. (6) Reactant: Cl[C:2]1[C:3]2[C:4](=[CH:19][N:20](CC3C=CC(OC)=CC=3)[N:21]=2)[N:5]=[C:6]([C:8]2[CH:9]=[N:10][C:11]([N:14]3[CH2:18][CH2:17][CH2:16][CH2:15]3)=[CH:12][CH:13]=2)[N:7]=1.[N:31]1([C:36]2[CH:42]=[CH:41][C:39]([NH2:40])=[CH:38][CH:37]=2)[CH2:35][CH2:34][CH2:33][CH2:32]1.Cl. The catalyst class is: 71. Product: [N:31]1([C:36]2[CH:42]=[CH:41][C:39]([NH:40][C:2]3[C:3]4[NH:21][N:20]=[CH:19][C:4]=4[N:5]=[C:6]([C:8]4[CH:9]=[N:10][C:11]([N:14]5[CH2:18][CH2:17][CH2:16][CH2:15]5)=[CH:12][CH:13]=4)[N:7]=3)=[CH:38][CH:37]=2)[CH2:32][CH2:33][CH2:34][CH2:35]1. (7) Reactant: [N+:1]([C:4]1[CH:5]=[N:6][NH:7][CH:8]=1)([O-])=O.[CH3:9][CH3:10].[C:11](=O)([O-])[O-:12].[K+].[K+].CN(C)C=O. Product: [CH3:11][O:12][CH2:9][CH2:10][N:6]1[CH:5]=[C:4]([NH2:1])[CH:8]=[N:7]1. The catalyst class is: 6. (8) Reactant: [CH2:1]([O:3][C:4]([C:6]1[S:10][C:9](N)=[N:8][C:7]=1[C:12]([F:15])([F:14])[F:13])=[O:5])[CH3:2].N([O-])=O.[Na+].[BrH:20]. Product: [CH2:1]([O:3][C:4]([C:6]1[S:10][C:9]([Br:20])=[N:8][C:7]=1[C:12]([F:15])([F:14])[F:13])=[O:5])[CH3:2]. The catalyst class is: 6. (9) Reactant: Cl.[NH2:2][C:3]1[C:4]([Cl:11])=[C:5]([OH:10])[C:6]([CH3:9])=[CH:7][CH:8]=1.Cl.Cl.[N:14]1([C:19]2[CH:25]=[CH:24][C:22]([NH2:23])=[CH:21][CH:20]=2)[CH2:18][CH2:17][CH2:16][CH2:15]1.[OH-].[NH4+].OO. Product: [NH2:2][C:3]1[C:8](=[N:23][C:22]2[CH:21]=[CH:20][C:19]([N:14]3[CH2:18][CH2:17][CH2:16][CH2:15]3)=[CH:25][CH:24]=2)[CH:7]=[C:6]([CH3:9])[C:5](=[O:10])[C:4]=1[Cl:11]. The catalyst class is: 97.